Dataset: Peptide-MHC class I binding affinity with 185,985 pairs from IEDB/IMGT. Task: Regression. Given a peptide amino acid sequence and an MHC pseudo amino acid sequence, predict their binding affinity value. This is MHC class I binding data. (1) The peptide sequence is NPKLRNCRI. The MHC is HLA-B15:09 with pseudo-sequence HLA-B15:09. The binding affinity (normalized) is 0.0847. (2) The binding affinity (normalized) is 0.0847. The peptide sequence is RVATENIAV. The MHC is HLA-A03:01 with pseudo-sequence HLA-A03:01. (3) The MHC is HLA-A02:02 with pseudo-sequence HLA-A02:02. The binding affinity (normalized) is 0.350. The peptide sequence is RLTAKKQEL. (4) The peptide sequence is SSVQLSNNK. The MHC is HLA-A11:01 with pseudo-sequence HLA-A11:01. The binding affinity (normalized) is 0.847.